This data is from Peptide-MHC class II binding affinity with 134,281 pairs from IEDB. The task is: Regression. Given a peptide amino acid sequence and an MHC pseudo amino acid sequence, predict their binding affinity value. This is MHC class II binding data. (1) The peptide sequence is SLSELTDALRTLGST. The MHC is HLA-DPA10103-DPB10201 with pseudo-sequence HLA-DPA10103-DPB10201. The binding affinity (normalized) is 0.148. (2) The peptide sequence is LAVFQPSSGNYVHCF. The MHC is DRB1_0401 with pseudo-sequence DRB1_0401. The binding affinity (normalized) is 0.768.